Dataset: Forward reaction prediction with 1.9M reactions from USPTO patents (1976-2016). Task: Predict the product of the given reaction. (1) Given the reactants [NH2:1][C:2]1[CH:3]=[C:4]([C:8]2[CH:17]=[C:16]3[C:11]([CH2:12][CH2:13][N:14]([C:18]4[C:27]5[C:22](=[N:23][CH:24]=[CH:25][CH:26]=5)[N:21]([O:28]CC5C=CC=CC=5)[C:20](=[O:36])[CH:19]=4)[CH2:15]3)=[CH:10][CH:9]=2)[CH:5]=[CH:6][CH:7]=1, predict the reaction product. The product is: [NH2:1][C:2]1[CH:3]=[C:4]([C:8]2[CH:17]=[C:16]3[C:11]([CH2:12][CH2:13][N:14]([C:18]4[C:27]5[C:22](=[N:23][CH:24]=[CH:25][CH:26]=5)[N:21]([OH:28])[C:20](=[O:36])[CH:19]=4)[CH2:15]3)=[CH:10][CH:9]=2)[CH:5]=[CH:6][CH:7]=1. (2) Given the reactants [CH2:1]([O:13][C@H:14]([CH2:24][O:25][CH2:26][CH2:27][CH2:28][CH2:29][CH2:30][CH2:31][CH2:32][CH2:33][CH2:34][CH2:35][CH2:36][CH3:37])[CH2:15][O:16]CC1C=CC=CC=1)[CH2:2][CH2:3][CH2:4][CH2:5][CH2:6][CH2:7][CH2:8][CH2:9][CH2:10][CH2:11][CH3:12], predict the reaction product. The product is: [CH2:1]([O:13][C@H:14]([CH2:24][O:25][CH2:26][CH2:27][CH2:28][CH2:29][CH2:30][CH2:31][CH2:32][CH2:33][CH2:34][CH2:35][CH2:36][CH3:37])[CH2:15][OH:16])[CH2:2][CH2:3][CH2:4][CH2:5][CH2:6][CH2:7][CH2:8][CH2:9][CH2:10][CH2:11][CH3:12]. (3) Given the reactants [F:1][C:2]([F:33])([F:32])[C:3]1[CH:4]=[C:5]([C@H:13]2[O:17][C:16](=[O:18])[N:15]([CH2:19][C:20]3[CH:25]=[C:24]([C:26]([F:29])([F:28])[F:27])[CH:23]=[CH:22][C:21]=3I)[C@H:14]2[CH3:31])[CH:6]=[C:7]([C:9]([F:12])([F:11])[F:10])[CH:8]=1.[F:34][C:35]1[C:40]([CH:41]([CH3:43])[CH3:42])=[CH:39][C:38](B(O)O)=[C:37]([O:47][CH3:48])[CH:36]=1.C(=O)([O-])[O-].[K+].[K+], predict the reaction product. The product is: [F:1][C:2]([F:33])([F:32])[C:3]1[CH:4]=[C:5]([C@H:13]2[O:17][C:16](=[O:18])[N:15]([CH2:19][C:20]3[CH:25]=[C:24]([C:26]([F:29])([F:28])[F:27])[CH:23]=[CH:22][C:21]=3[C:38]3[CH:39]=[C:40]([CH:41]([CH3:43])[CH3:42])[C:35]([F:34])=[CH:36][C:37]=3[O:47][CH3:48])[C@H:14]2[CH3:31])[CH:6]=[C:7]([C:9]([F:12])([F:11])[F:10])[CH:8]=1. (4) Given the reactants [NH2:1][C:2]1[CH:3]=[C:4](B(O)O)[CH:5]=[CH:6][CH:7]=1.[CH3:11][O:12][C:13]1[CH:18]=[CH:17][C:16]([C:19]2[CH2:20][C@@H:21]3[N:27]([CH:28]=2)[C:26](=[O:29])[C:25]2[CH:30]=[C:31]([O:72][CH3:73])[C:32]([O:34][CH2:35][CH2:36][CH2:37][O:38][C:39]4[C:69]([O:70][CH3:71])=[CH:68][C:42]5[C:43](=[O:67])[N:44]6[CH:59]=[C:58](S(C(F)(F)F)(=O)=O)[CH2:57][C@H:45]6[C:46](=[O:56])[N:47]([CH2:48][O:49][CH2:50][CH2:51][Si:52]([CH3:55])([CH3:54])[CH3:53])[C:41]=5[CH:40]=4)=[CH:33][C:24]=2[N:23]([CH2:74][O:75][CH2:76][CH2:77][Si:78]([CH3:81])([CH3:80])[CH3:79])[C:22]3=[O:82])=[CH:15][CH:14]=1.C(=O)([O-])[O-].[Na+].[Na+], predict the reaction product. The product is: [NH2:1][C:2]1[CH:3]=[C:4]([C:58]2[CH2:57][C@@H:45]3[N:44]([CH:59]=2)[C:43](=[O:67])[C:42]2[CH:68]=[C:69]([O:70][CH3:71])[C:39]([O:38][CH2:37][CH2:36][CH2:35][O:34][C:32]4[C:31]([O:72][CH3:73])=[CH:30][C:25]5[C:26](=[O:29])[N:27]6[CH:28]=[C:19]([C:16]7[CH:15]=[CH:14][C:13]([O:12][CH3:11])=[CH:18][CH:17]=7)[CH2:20][C@H:21]6[C:22](=[O:82])[N:23]([CH2:74][O:75][CH2:76][CH2:77][Si:78]([CH3:79])([CH3:81])[CH3:80])[C:24]=5[CH:33]=4)=[CH:40][C:41]=2[N:47]([CH2:48][O:49][CH2:50][CH2:51][Si:52]([CH3:53])([CH3:54])[CH3:55])[C:46]3=[O:56])[CH:5]=[CH:6][CH:7]=1.